Task: Predict the reaction yield, written as a fraction of the theoretical maximum amount of product (1.0 means a 100% yield; for example, 0.34 means a 34% yield).. Dataset: Reaction yield outcomes from USPTO patents with 853,638 reactions (1) The yield is 0.710. The catalyst is C(Cl)Cl. The product is [O:8]=[C:6]1[NH:7][CH:3]([CH2:2][O:1][S:22]([C:19]2[CH:20]=[CH:21][C:16]([CH3:26])=[CH:17][CH:18]=2)(=[O:24])=[O:23])[CH2:4][CH2:5]1. The reactants are [OH:1][CH2:2][C@H:3]1[NH:7][C:6](=[O:8])[CH2:5][CH2:4]1.C(N(CC)CC)C.[C:16]1([CH3:26])[CH:21]=[CH:20][C:19]([S:22](Cl)(=[O:24])=[O:23])=[CH:18][CH:17]=1. (2) The reactants are [N:1]1[CH:6]=[CH:5][CH:4]=[CH:3][C:2]=1[N:7]1[CH2:12][CH2:11][NH:10][CH2:9][CH2:8]1.C=O.[CH:15]1([C:21]([NH2:23])=[O:22])[CH2:20][CH2:19][CH2:18][CH2:17][CH2:16]1.[C:24](=O)([O-])[O-].[K+].[K+]. The catalyst is C(O)C. The product is [N:1]1[CH:6]=[CH:5][CH:4]=[CH:3][C:2]=1[N:7]1[CH2:8][CH2:9][N:10]([CH2:24][NH:23][C:21]([CH:15]2[CH2:20][CH2:19][CH2:18][CH2:17][CH2:16]2)=[O:22])[CH2:11][CH2:12]1. The yield is 0.660. (3) The reactants are [CH3:1][N:2]1[CH:6]=[CH:5][N:4]=[CH:3]1.Cl[Si](CC)(CC)CC.[Cl:15][C:16]1[CH:21]=[CH:20][C:19]([C:22]([C:24]2[CH:29]=[CH:28][C:27]([N+:30]([O-:32])=[O:31])=[CH:26][CH:25]=2)=[O:23])=[CH:18][CH:17]=1. The catalyst is CCCCCC.C1COCC1. The product is [Cl:15][C:16]1[CH:17]=[CH:18][C:19]([C:22]([C:24]2[CH:29]=[CH:28][C:27]([N+:30]([O-:32])=[O:31])=[CH:26][CH:25]=2)([C:3]2[N:2]([CH3:1])[CH:6]=[CH:5][N:4]=2)[OH:23])=[CH:20][CH:21]=1.[Cl:15][C:16]1[CH:17]=[CH:18][C:19]([C:22]([C:24]2[CH:29]=[CH:28][C:27]([N+:30]([O-:32])=[O:31])=[CH:26][CH:25]=2)([C:6]2[N:2]([CH3:1])[CH:3]=[N:4][CH:5]=2)[OH:23])=[CH:20][CH:21]=1. The yield is 0.200. (4) The reactants are [NH:1]1[C:9]2[C:4](=[CH:5][C:6]([OH:10])=[CH:7][CH:8]=2)[CH:3]=[N:2]1.[CH3:11][C:12]([Si:15](Cl)([CH3:17])[CH3:16])([CH3:14])[CH3:13].N1C=CN=C1. The catalyst is CN(C=O)C. The product is [Si:15]([O:10][C:6]1[CH:5]=[C:4]2[C:9](=[CH:8][CH:7]=1)[NH:1][N:2]=[CH:3]2)([C:12]([CH3:14])([CH3:13])[CH3:11])([CH3:17])[CH3:16]. The yield is 0.680. (5) The reactants are [N:1]1[CH:6]=[CH:5][CH:4]=[CH:3][C:2]=1[NH:7][C:8]1[CH:16]=[CH:15][C:11]([C:12](Cl)=[O:13])=[CH:10][CH:9]=1.[F:17][C:18]1[C:23]([C:24]([F:27])([F:26])[F:25])=[CH:22][CH:21]=[CH:20][C:19]=1[C:28]1[N:29]=[C:30]([NH2:33])[S:31][CH:32]=1. No catalyst specified. The product is [N:1]1[CH:6]=[CH:5][CH:4]=[CH:3][C:2]=1[NH:7][C:8]1[CH:16]=[CH:15][C:11]([C:12]([NH:33][C:30]2[S:31][CH:32]=[C:28]([C:19]3[CH:20]=[CH:21][CH:22]=[C:23]([C:24]([F:27])([F:25])[F:26])[C:18]=3[F:17])[N:29]=2)=[O:13])=[CH:10][CH:9]=1. The yield is 0.280. (6) The reactants are [BH4-].[Na+].Cl[CH:4]([CH3:27])[C:5]([C:7]1[CH:12]=[CH:11][C:10]([NH:13][C:14](=[O:26])[CH2:15][C:16]2[CH:21]=[CH:20][C:19]([O:22][CH3:23])=[C:18]([O:24][CH3:25])[CH:17]=2)=[CH:9][CH:8]=1)=[O:6].[OH-].[Na+]. The catalyst is CO. The product is [CH3:25][O:24][C:18]1[CH:17]=[C:16]([CH2:15][C:14]([NH:13][C:10]2[CH:11]=[CH:12][C:7]([CH:5]3[CH:4]([CH3:27])[O:6]3)=[CH:8][CH:9]=2)=[O:26])[CH:21]=[CH:20][C:19]=1[O:22][CH3:23]. The yield is 0.940. (7) The reactants are OCCCN1C=C(C2C=CC(NC3C(C(F)(F)F)=CN=C(NC4C=CC(CP(=O)(OCC)OCC)=CC=4OC)N=3)=C3C=2CN(C)C3=O)C=N1.Cl[C:51]1[C:56]([C:57]([F:60])([F:59])[F:58])=[CH:55][N:54]=[C:53]([NH:61][C:62]2[CH:74]=[CH:73][C:65]([CH2:66][CH2:67][PH:68](=[O:72])[O:69][CH2:70][CH3:71])=[CH:64][C:63]=2[O:75][CH3:76])[N:52]=1.[NH2:77][C:78]1[C:79]([C:85]([NH:87][CH3:88])=[O:86])=[N:80][C:81]([Br:84])=[CH:82][CH:83]=1. No catalyst specified. The product is [Br:84][C:81]1[N:80]=[C:79]([C:85](=[O:86])[NH:87][CH3:88])[C:78]([NH:77][C:51]2[C:56]([C:57]([F:60])([F:59])[F:58])=[CH:55][N:54]=[C:53]([NH:61][C:62]3[CH:74]=[CH:73][C:65]([CH2:66][CH2:67][PH:68](=[O:72])[O:69][CH2:70][CH3:71])=[CH:64][C:63]=3[O:75][CH3:76])[N:52]=2)=[CH:83][CH:82]=1. The yield is 0.760.